Dataset: Forward reaction prediction with 1.9M reactions from USPTO patents (1976-2016). Task: Predict the product of the given reaction. (1) The product is: [Cl:9][C:6]1[C:7]([F:8])=[C:2]([O:29][CH3:28])[N:3]=[C:4]([C:10]2[CH:14]=[C:13]([C:15]3[CH:19]=[CH:18][O:17][N:16]=3)[N:12]([CH2:20][C:21]3[CH:26]=[CH:25][CH:24]=[CH:23][C:22]=3[F:27])[N:11]=2)[N:5]=1. Given the reactants Cl[C:2]1[C:7]([F:8])=[C:6]([Cl:9])[N:5]=[C:4]([C:10]2[CH:14]=[C:13]([C:15]3[CH:19]=[CH:18][O:17][N:16]=3)[N:12]([CH2:20][C:21]3[CH:26]=[CH:25][CH:24]=[CH:23][C:22]=3[F:27])[N:11]=2)[N:3]=1.[CH3:28][O-:29].[Na+].Cl, predict the reaction product. (2) Given the reactants [N+:1]([C:4]1[CH:5]=[C:6]2[C:10](=[CH:11][CH:12]=1)[NH:9][CH:8]=[CH:7]2)([O-:3])=[O:2].C1C=C[NH+]=CC=1.[Br:19][Br-]Br.O, predict the reaction product. The product is: [Br:19][C:7]1[C:6]2[C:10](=[CH:11][CH:12]=[C:4]([N+:1]([O-:3])=[O:2])[CH:5]=2)[NH:9][CH:8]=1.[N+:1]([C:4]1[CH:5]=[C:6]2[C:10](=[CH:11][CH:12]=1)[NH:9][CH:8]=[CH:7]2)([O-:3])=[O:2]. (3) The product is: [N:45]1[CH:44]=[CH:43][N:41]2[C:40]=1[CH:39]=[CH:38][C:37]([CH2:36][O:1][C:2]1[CH:3]=[CH:4][C:5]([C:8]3[C:9](=[O:23])[C:10]([CH3:21])([CH3:22])[O:11][C:12]=3[C:13]3[CH:18]=[CH:17][C:16]([O:19][CH3:20])=[CH:15][CH:14]=3)=[CH:6][CH:7]=1)=[N:42]2. Given the reactants [OH:1][C:2]1[CH:7]=[CH:6][C:5]([C:8]2[C:9](=[O:23])[C:10]([CH3:22])([CH3:21])[O:11][C:12]=2[C:13]2[CH:18]=[CH:17][C:16]([O:19][CH3:20])=[CH:15][CH:14]=2)=[CH:4][CH:3]=1.C(=O)([O-])[O-].[Cs+].[Cs+].CN(C=O)C.Cl[CH2:36][C:37]1[CH:38]=[CH:39][C:40]2[N:41]([CH:43]=[CH:44][N:45]=2)[N:42]=1, predict the reaction product. (4) Given the reactants Br[CH2:2][CH2:3][CH2:4][CH2:5][CH2:6][CH2:7][C:8]1[C:14]2[CH:15]=[CH:16][C:17]([OH:19])=[CH:18][C:13]=2[CH2:12][CH2:11][CH2:10][C:9]=1[C:20]1[CH:25]=[CH:24][CH:23]=[C:22]([OH:26])[CH:21]=1.[CH3:27][NH:28][CH2:29][CH2:30][CH2:31][CH2:32][CH2:33][S:34]([CH2:37][CH2:38][CH2:39][C:40]([F:46])([F:45])[C:41]([F:44])([F:43])[F:42])(=[O:36])=[O:35], predict the reaction product. The product is: [OH:26][C:22]1[CH:21]=[C:20]([C:9]2[CH2:10][CH2:11][CH2:12][C:13]3[CH:18]=[C:17]([OH:19])[CH:16]=[CH:15][C:14]=3[C:8]=2[CH2:7][CH2:6][CH2:5][CH2:4][CH2:3][CH2:2][N:28]([CH3:27])[CH2:29][CH2:30][CH2:31][CH2:32][CH2:33][S:34]([CH2:37][CH2:38][CH2:39][C:40]([F:46])([F:45])[C:41]([F:42])([F:43])[F:44])(=[O:35])=[O:36])[CH:25]=[CH:24][CH:23]=1. (5) Given the reactants [N:1]1[CH:6]=[CH:5][C:4]([C:7]2[N:8]=[C:9]([C@H:12]3[CH2:16][CH2:15][CH2:14][N:13]3C(OC(C)(C)C)=O)[S:10][CH:11]=2)=[CH:3][CH:2]=1.[ClH:24], predict the reaction product. The product is: [N:1]1[CH:2]=[CH:3][C:4]([C:7]2[N:8]=[C:9]([C@H:12]3[CH2:16][CH2:15][CH2:14][NH:13]3)[S:10][CH:11]=2)=[CH:5][CH:6]=1.[ClH:24]. (6) Given the reactants [Cl:1][C:2]1[CH:7]=[CH:6][C:5]([NH:8][C:9]2[N:17]=[C:16]([NH:18][NH2:19])[N:15]=[C:14]3[C:10]=2[N:11]=[CH:12][N:13]3[CH2:20][CH:21]([CH3:23])[CH3:22])=[CH:4][CH:3]=1.[CH3:24][C:25](=O)[CH2:26][C:27](=O)[CH3:28], predict the reaction product. The product is: [Cl:1][C:2]1[CH:7]=[CH:6][C:5]([NH:8][C:9]2[N:17]=[C:16]([N:18]3[C:27]([CH3:28])=[CH:26][C:25]([CH3:24])=[N:19]3)[N:15]=[C:14]3[C:10]=2[N:11]=[CH:12][N:13]3[CH2:20][CH:21]([CH3:23])[CH3:22])=[CH:4][CH:3]=1. (7) Given the reactants [Br:1][C:2]1[CH:3]=[N:4][C:5]([NH:8][C@@H:9]2[CH2:13][CH2:12][NH:11][CH2:10]2)=[N:6][CH:7]=1.[F:14][C:15]1[CH:23]=[CH:22][C:21]([CH:24]=[O:25])=[CH:20][C:16]=1[C:17](O)=[O:18].F[P-](F)(F)(F)(F)F.N1(OC(N(C)C)=[N+](C)C)C2C=CC=CC=2N=N1.C(N(CC)C(C)C)(C)C, predict the reaction product. The product is: [Br:1][C:2]1[CH:3]=[N:4][C:5]([NH:8][C@@H:9]2[CH2:13][CH2:12][N:11]([C:17]([C:16]3[CH:20]=[C:21]([CH:22]=[CH:23][C:15]=3[F:14])[CH:24]=[O:25])=[O:18])[CH2:10]2)=[N:6][CH:7]=1. (8) Given the reactants [CH3:1][NH:2][C:3]([NH2:5])=O.[C:6]([OH:9])(=[O:8])C.[C:10](O)(=O)C.I[C:15]1[CH:20]=[CH:19][CH:18]=[CH:17][CH:16]=1.[C:21](OC)(C)([CH3:23])[CH3:22], predict the reaction product. The product is: [CH:1]1[C:20]2[C:15](=[CH:16][CH:17]=[CH:18][CH:19]=2)[CH:10]=[C:3]([NH:5][C:6](=[O:8])[O:9][CH2:22][CH2:21][CH3:23])[N:2]=1.